Dataset: Full USPTO retrosynthesis dataset with 1.9M reactions from patents (1976-2016). Task: Predict the reactants needed to synthesize the given product. (1) The reactants are: [N:1]1([CH2:6][C@@H:7]([O:14][C:15]2[CH:24]=[CH:23][C:22]3[C:21](=[O:25])[CH2:20][CH2:19][CH2:18][C:17]=3[C:16]=2[CH2:26][S:27][C:28]2[CH:36]=[CH:35][CH:34]=[CH:33][C:29]=2[C:30]([OH:32])=O)[C:8]2[CH:13]=[CH:12][CH:11]=[CH:10][CH:9]=2)[CH:5]=[CH:4][N:3]=[CH:2]1.[NH2:37][CH2:38][CH:39]([OH:41])[CH3:40]. Given the product [OH:41][CH:39]([CH3:40])[CH2:38][NH:37][C:30](=[O:32])[C:29]1[CH:33]=[CH:34][CH:35]=[CH:36][C:28]=1[S:27][CH2:26][C:16]1[C:17]2[CH2:18][CH2:19][CH2:20][C:21](=[O:25])[C:22]=2[CH:23]=[CH:24][C:15]=1[O:14][C@@H:7]([C:8]1[CH:13]=[CH:12][CH:11]=[CH:10][CH:9]=1)[CH2:6][N:1]1[CH:5]=[CH:4][N:3]=[CH:2]1, predict the reactants needed to synthesize it. (2) Given the product [NH2:1][C:4]1[CH:5]=[CH:6][C:7]([C:10]2[NH:14][CH:13]=[C:12]([C:15]3[CH:20]=[CH:19][C:18]([NH2:21])=[CH:17][CH:16]=3)[N:11]=2)=[CH:8][CH:9]=1, predict the reactants needed to synthesize it. The reactants are: [N+:1]([C:4]1[CH:9]=[CH:8][C:7]([C:10]2[NH:11][C:12]([C:15]3[CH:20]=[CH:19][C:18]([N+:21]([O-])=O)=[CH:17][CH:16]=3)=[CH:13][N:14]=2)=[CH:6][CH:5]=1)([O-])=O. (3) Given the product [Cl:1][C:2]1[CH:27]=[CH:26][C:5]([CH2:6][N:7]2[C:15]3[C:10](=[CH:11][C:12]([CH:16]=[C:17]4[S:21][C:20]([N:35]5[CH2:36][CH2:37][NH:32][CH:33]([C:38]([NH2:40])=[O:39])[CH2:34]5)=[N:19][C:18]4=[O:25])=[CH:13][CH:14]=3)[CH:9]=[N:8]2)=[C:4]([C:28]([F:31])([F:30])[F:29])[CH:3]=1, predict the reactants needed to synthesize it. The reactants are: [Cl:1][C:2]1[CH:27]=[CH:26][C:5]([CH2:6][N:7]2[C:15]3[C:10](=[CH:11][C:12]([CH:16]=[C:17]4[S:21][C:20](SCC)=[N:19][C:18]4=[O:25])=[CH:13][CH:14]=3)[CH:9]=[N:8]2)=[C:4]([C:28]([F:31])([F:30])[F:29])[CH:3]=1.[NH:32]1[CH2:37][CH2:36][NH:35][CH2:34][CH:33]1[C:38]([NH2:40])=[O:39]. (4) The reactants are: [OH:1][CH2:2][CH2:3][NH:4][S:5]([C:8]1[CH:13]=[CH:12][C:11]([C:14]2[C:15]3[C:16]4[CH:29]=[CH:28][S:27][C:17]=4[C:18](=[O:26])[NH:19][C:20]=3[CH:21]=[CH:22][C:23]=2[O:24]C)=[CH:10][CH:9]=1)(=[O:7])=[O:6].C(N(CC)CC)C.[CH3:37][S:38](Cl)(=[O:40])=[O:39]. Given the product [CH3:37][S:38]([O:1][CH2:2][CH2:3][NH:4][S:5]([C:8]1[CH:13]=[CH:12][C:11]([C:14]2[C:15]3[C:16]4[CH:29]=[CH:28][S:27][C:17]=4[C:18](=[O:26])[NH:19][C:20]=3[CH:21]=[CH:22][C:23]=2[OH:24])=[CH:10][CH:9]=1)(=[O:6])=[O:7])(=[O:40])=[O:39], predict the reactants needed to synthesize it. (5) Given the product [CH2:1]([O:8][C:9]1[CH:10]=[CH:11][C:12](/[CH:13]=[C:24](\[O:23][CH2:21][CH3:22])/[C:25]([O:27][CH2:28][CH3:29])=[O:26])=[CH:15][C:16]=1[C:31]([CH3:34])([CH3:32])[CH3:30])[C:2]1[CH:3]=[CH:4][CH:5]=[CH:6][CH:7]=1, predict the reactants needed to synthesize it. The reactants are: [CH2:1]([O:8][C:9]1[CH:16]=[CH:15][C:12]([CH:13]=O)=[C:11](C(C)(C)C)[CH:10]=1)[C:2]1[CH:7]=[CH:6][CH:5]=[CH:4][CH:3]=1.[CH2:21]([O:23][CH2:24][C:25]([O:27][CH2:28][CH3:29])=[O:26])[CH3:22].[CH3:30][C:31]([CH3:34])([O-])[CH3:32].[K+].C(O)(=O)C.C1(C)C=CC(S(O)(=O)=O)=CC=1.